This data is from Catalyst prediction with 721,799 reactions and 888 catalyst types from USPTO. The task is: Predict which catalyst facilitates the given reaction. (1) The catalyst class is: 2. Product: [CH3:24][C:19]([NH:18][C:10](=[O:12])[C:9]1[CH:13]=[CH:14][CH:15]=[N:16][C:8]=1[NH:7][C:1]1[CH:2]=[CH:3][CH:4]=[CH:5][CH:6]=1)([CH2:22][CH3:23])[C:20]#[CH:21]. Reactant: [C:1]1([NH:7][C:8]2[N:16]=[CH:15][CH:14]=[CH:13][C:9]=2[C:10]([OH:12])=O)[CH:6]=[CH:5][CH:4]=[CH:3][CH:2]=1.Cl.[NH2:18][C:19]([CH3:24])([CH2:22][CH3:23])[C:20]#[CH:21].C1C=CC2N(O)N=NC=2C=1.CCN=C=NCCCN(C)C.CCN(C(C)C)C(C)C. (2) Reactant: [CH2:1]([N:8]1[CH2:12][CH2:11][C:10](=O)[CH2:9]1)[C:2]1[CH:7]=[CH:6][CH:5]=[CH:4][CH:3]=1.Cl.[NH2:15][OH:16]. Product: [CH2:1]([N:8]1[CH2:12][CH2:11][C:10](=[N:15][OH:16])[CH2:9]1)[C:2]1[CH:7]=[CH:6][CH:5]=[CH:4][CH:3]=1. The catalyst class is: 300. (3) Reactant: C[Si]([N-][Si](C)(C)C)(C)C.[Na+].[C:11]1(=[O:17])[CH2:16][CH2:15][CH2:14][CH2:13][CH2:12]1.[CH3:18][C:19]([CH3:35])(C)[C:20](=[O:33])[C:21](=[CH:25][C:26]1[CH:31]=[CH:30][C:29]([F:32])=[CH:28][CH:27]=1)[C:22]([OH:24])=[O:23].[C:36](O)(=O)C. Product: [F:32][C:29]1[CH:30]=[CH:31][C:26]([CH:25]([CH:12]2[CH2:13][CH2:14][CH2:15][CH2:16][C:11]2=[O:17])[CH:21]([C:20](=[O:33])[CH:19]([CH3:35])[CH3:18])[C:22]([O:24][CH3:36])=[O:23])=[CH:27][CH:28]=1. The catalyst class is: 20. (4) Reactant: C(OC(=O)[NH:7][C@@H:8]1[C:14](=[O:15])[N:13]([CH2:16][C:17]2[C:26]3[C:21](=[C:22]([Br:27])[CH:23]=[CH:24][CH:25]=3)[CH:20]=[CH:19][C:18]=2[O:28][CH3:29])[C:12]2[CH:30]=[CH:31][CH:32]=[CH:33][C:11]=2[NH:10][CH2:9]1)(C)(C)C.[C:35]([OH:41])([C:37]([F:40])([F:39])[F:38])=[O:36]. Product: [F:38][C:37]([F:40])([F:39])[C:35]([OH:41])=[O:36].[NH2:7][C@@H:8]1[C:14](=[O:15])[N:13]([CH2:16][C:17]2[C:26]3[C:21](=[C:22]([Br:27])[CH:23]=[CH:24][CH:25]=3)[CH:20]=[CH:19][C:18]=2[O:28][CH3:29])[C:12]2[CH:30]=[CH:31][CH:32]=[CH:33][C:11]=2[NH:10][CH2:9]1. The catalyst class is: 2. (5) The catalyst class is: 28. Reactant: [F:1][C:2]([F:45])([F:44])[C:3]1[CH:4]=[C:5]([C@H:13]([O:15][C@H:16]2[CH2:20][N:19]([C:21]([O:23][C:24]([CH3:27])([CH3:26])[CH3:25])=[O:22])[C@@H:18](/[C:28](=[N:30]/[S:31]([C:33]([CH3:36])([CH3:35])[CH3:34])=[O:32])/[CH3:29])[C@@H:17]2[C:37]2[CH:42]=[CH:41][C:40]([F:43])=[CH:39][CH:38]=2)[CH3:14])[CH:6]=[C:7]([C:9]([F:12])([F:11])[F:10])[CH:8]=1.[CH2:46]([Mg]Br)[CH:47]=C.[CH2:51]1COCC1. Product: [F:45][C:2]([F:1])([F:44])[C:3]1[CH:4]=[C:5]([C@H:13]([O:15][C@H:16]2[CH2:20][N:19]([C:21]([O:23][C:24]([CH3:25])([CH3:26])[CH3:27])=[O:22])[C@@H:18]([C:28]([NH:30][S:31]([C:33]([CH3:36])([CH3:34])[CH3:35])=[O:32])([CH3:51])[CH2:29][CH:46]=[CH2:47])[C@@H:17]2[C:37]2[CH:38]=[CH:39][C:40]([F:43])=[CH:41][CH:42]=2)[CH3:14])[CH:6]=[C:7]([C:9]([F:10])([F:11])[F:12])[CH:8]=1. (6) Reactant: [Br-].[CH2:2]([N+:6]1([CH3:11])[CH2:10][CH2:9][CH2:8][CH2:7]1)[CH2:3][CH2:4][CH3:5].[N-:12]([S:20]([C:23]([F:26])([F:25])[F:24])(=[O:22])=[O:21])[S:13]([C:16]([F:19])([F:18])[F:17])(=[O:15])=[O:14].[Li+]. Product: [F:26][C:23]([F:24])([F:25])[S:20]([N-:12][S:13]([C:16]([F:17])([F:18])[F:19])(=[O:14])=[O:15])(=[O:21])=[O:22].[CH2:2]([N+:6]1([CH3:11])[CH2:10][CH2:9][CH2:8][CH2:7]1)[CH2:3][CH2:4][CH3:5]. The catalyst class is: 6.